From a dataset of Forward reaction prediction with 1.9M reactions from USPTO patents (1976-2016). Predict the product of the given reaction. (1) Given the reactants [F:1][C:2]1[CH:7]=[C:6]([F:8])[CH:5]=[CH:4][C:3]=1B(O)O.[Li+].[Cl-].C([O-])([O-])=O.[Na+].[Na+].[CH3:20][CH2:21][O:22][C:23]([CH3:25])=[O:24].O, predict the reaction product. The product is: [F:1][C:2]1[CH:7]=[C:6]([F:8])[CH:5]=[CH:4][C:3]=1[C:2]1[CH2:3][CH2:4][C:23]2([O:24][CH2:20][CH2:21][O:22]2)[CH2:25][CH:7]=1. (2) The product is: [F:1][C:2]1[C:7]([F:8])=[CH:6][CH:5]=[CH:4][C:3]=1[C:9]1[N:45]=[C:12]2[CH:13]=[N:14][N:15]([CH:17]([C:26]3[O:30][N:29]=[C:28]([C:31]4[CH:36]=[CH:35][C:34]([O:37][CH2:38][CH2:39][CH3:40])=[CH:33][C:32]=4[C:41]([F:43])([F:42])[F:44])[CH:27]=3)[C:18]([O:20][CH2:21][CH2:22][C:23]([NH:54][C@H:53]([C:52]([OH:56])=[O:51])[CH3:55])=[O:25])=[O:19])[CH:16]=[C:11]2[N:10]=1. Given the reactants [F:1][C:2]1[C:7]([F:8])=[CH:6][CH:5]=[CH:4][C:3]=1[C:9]1[N:45]=[C:12]2[CH:13]=[N:14][N:15]([CH:17]([C:26]3[O:30][N:29]=[C:28]([C:31]4[CH:36]=[CH:35][C:34]([O:37][CH2:38][CH2:39][CH3:40])=[CH:33][C:32]=4[C:41]([F:44])([F:43])[F:42])[CH:27]=3)[C:18]([O:20][CH2:21][CH2:22][C:23]([OH:25])=O)=[O:19])[CH:16]=[C:11]2[N:10]=1.Cl.C([O:51][C:52](=[O:56])[C@H:53]([CH3:55])[NH2:54])(C)(C)C.CN(C(ON1N=NC2C=CC=NC1=2)=[N+](C)C)C.F[P-](F)(F)(F)(F)F.CCN(C(C)C)C(C)C, predict the reaction product.